Dataset: Full USPTO retrosynthesis dataset with 1.9M reactions from patents (1976-2016). Task: Predict the reactants needed to synthesize the given product. (1) Given the product [CH:16]1([CH2:21][C:22]([NH:15][C:3]2[C:2]([F:1])=[CH:7][C:6]([N:8]3[CH2:9][CH2:10][O:11][CH2:12][CH2:13]3)=[CH:5][C:4]=2[F:14])=[O:23])[CH2:20][CH2:19][CH2:18][CH2:17]1, predict the reactants needed to synthesize it. The reactants are: [F:1][C:2]1[CH:7]=[C:6]([N:8]2[CH2:13][CH2:12][O:11][CH2:10][CH2:9]2)[CH:5]=[C:4]([F:14])[C:3]=1[NH2:15].[CH:16]1([CH2:21][C:22](Cl)=[O:23])[CH2:20][CH2:19][CH2:18][CH2:17]1. (2) The reactants are: [CH3:1][O:2][CH2:3][O:4][C:5]1[CH:6]=[CH:7][C:8]2[C@@H:9]3[C@@H:17]([C@H:18]([CH2:22][CH2:23][CH2:24][CH2:25][O:26][CH2:27][CH2:28][O:29][CH2:30][CH2:31][O:32][CH2:33][CH2:34][O:35]CC4C=CC=CC=4)[CH2:19][C:20]=2[CH:21]=1)[C@H:16]1[C@@:12]([CH3:47])([C@@H:13]([O:43][CH2:44][O:45][CH3:46])[CH2:14][CH2:15]1)[CH2:11][CH2:10]3. Given the product [CH3:1][O:2][CH2:3][O:4][C:5]1[CH:6]=[CH:7][C:8]2[C@@H:9]3[C@@H:17]([C@H:18]([CH2:22][CH2:23][CH2:24][CH2:25][O:26][CH2:27][CH2:28][O:29][CH2:30][CH2:31][O:32][CH2:33][CH2:34][OH:35])[CH2:19][C:20]=2[CH:21]=1)[C@H:16]1[C@@:12]([CH3:47])([C@@H:13]([O:43][CH2:44][O:45][CH3:46])[CH2:14][CH2:15]1)[CH2:11][CH2:10]3, predict the reactants needed to synthesize it. (3) Given the product [C:24]([NH:32][C:33]1[CH:34]=[C:35]([CH:39]=[CH:40][N:41]=1)[C:36]([NH:23][CH2:22][CH2:21][C:18]1[CH:19]=[CH:20][C:15]([O:14][CH3:13])=[CH:16][CH:17]=1)=[O:37])(=[O:31])[C:25]1[CH:26]=[CH:27][CH:28]=[CH:29][CH:30]=1, predict the reactants needed to synthesize it. The reactants are: FC(F)(F)C1C=CC(CN)=CC=1.[CH3:13][O:14][C:15]1[CH:20]=[CH:19][C:18]([CH2:21][CH2:22][NH2:23])=[CH:17][CH:16]=1.[C:24]([NH:32][C:33]1[CH:34]=[C:35]([CH:39]=[CH:40][N:41]=1)[C:36](O)=[O:37])(=[O:31])[C:25]1[CH:30]=[CH:29][CH:28]=[CH:27][CH:26]=1. (4) The reactants are: [Li+].[CH3:2][CH:3]([N-:5]C(C)C)C.[C:9]([O:13][C:14]([O:16][CH2:17][C@@H:18]1[CH2:22][CH2:21][C:20](=[O:23])[N:19]1[C:24]([O:26][C:27]([CH3:30])([CH3:29])[CH3:28])=[O:25])=[O:15])([CH3:12])([CH3:11])[CH3:10].BrCC#N.C([O-])(O)=O.[Na+]. Given the product [C:9]([O:13][C:14]([O:16][CH2:17][C@H:18]1[N:19]([C:24]([O:26][C:27]([CH3:30])([CH3:29])[CH3:28])=[O:25])[C:20](=[O:23])[CH:21]([CH2:2][C:3]#[N:5])[CH2:22]1)=[O:15])([CH3:11])([CH3:12])[CH3:10], predict the reactants needed to synthesize it. (5) Given the product [C:17]([C:21]1[C:26]([C:27]([O:29][CH2:30][CH3:31])=[O:28])=[CH:25][N:24]=[C:23]([CH3:1])[N:22]=1)([CH3:20])([CH3:19])[CH3:18], predict the reactants needed to synthesize it. The reactants are: [CH3:1]N(C=C(C(=O)C(C)(C)C)C(OCC)=O)C.[C:17]([C:21]1[C:26]([C:27]([O:29][CH2:30][CH3:31])=[O:28])=[CH:25][N:24]=[C:23](N2CCOCC2)[N:22]=1)([CH3:20])([CH3:19])[CH3:18]. (6) Given the product [CH3:11][N:12]1[CH2:16][CH2:15][CH2:14][C@H:13]1[CH2:17][C:18]1[C:22]2=[N:23][CH:24]=[CH:25][CH:26]=[C:21]2[N:20]([S:33]([C:27]2[CH:32]=[CH:31][CH:30]=[CH:29][CH:28]=2)(=[O:35])=[O:34])[CH:19]=1, predict the reactants needed to synthesize it. The reactants are: C[Si]([N-][Si](C)(C)C)(C)C.[Na+].[CH3:11][N:12]1[CH2:16][CH2:15][CH2:14][C@H:13]1[CH2:17][C:18]1[C:22]2=[N:23][CH:24]=[CH:25][CH:26]=[C:21]2[NH:20][CH:19]=1.[C:27]1([S:33](Cl)(=[O:35])=[O:34])[CH:32]=[CH:31][CH:30]=[CH:29][CH:28]=1.